This data is from Forward reaction prediction with 1.9M reactions from USPTO patents (1976-2016). The task is: Predict the product of the given reaction. (1) Given the reactants Cl[C:2]1[C:3]([CH:8]2[CH2:13][CH2:12][C:11](=[O:14])[CH2:10][CH2:9]2)=N[CH:5]=[CH:6][N:7]=1.[NH:15]1[C:19]2[CH:20]=[CH:21][CH:22]=[CH:23][C:18]=2[N:17]=[C:16]1[C:24]([C:26]1[CH:31]=[CH:30][C:29]([OH:32])=[CH:28][CH:27]=1)=[O:25].[C:33](=O)([O-])[O-].[Cs+].[Cs+], predict the reaction product. The product is: [NH:15]1[C:19]2[CH:20]=[CH:21][CH:22]=[CH:23][C:18]=2[N:17]=[C:16]1[C:24]([C:26]1[CH:31]=[CH:30][C:29]([O:32][C:2]2[C:3]([CH:8]3[CH2:13][CH2:12][C:11](=[O:14])[CH2:10][CH2:9]3)=[CH:33][CH:5]=[CH:6][N:7]=2)=[CH:28][CH:27]=1)=[O:25]. (2) Given the reactants [CH2:1]([O:3][C:4]([N:6]1[CH2:11][CH2:10][C@H:9]([C:12]2[CH:13]=[C:14]([C:18]3[CH:23]=[CH:22][CH:21]=[CH:20][CH:19]=3)[CH:15]=[CH:16][CH:17]=2)[C@@H:8]([OH:24])[CH2:7]1)=[O:5])[CH3:2].[H-].[Na+].Br[CH2:28][C:29]1[CH:34]=[CH:33][C:32]([CH3:35])=[CH:31][C:30]=1[O:36][CH2:37][CH2:38][CH2:39][O:40][CH3:41].O, predict the reaction product. The product is: [CH2:1]([O:3][C:4]([N:6]1[CH2:11][CH2:10][C@H:9]([C:12]2[CH:13]=[C:14]([C:18]3[CH:19]=[CH:20][CH:21]=[CH:22][CH:23]=3)[CH:15]=[CH:16][CH:17]=2)[C@@H:8]([O:24][CH2:28][C:29]2[CH:34]=[CH:33][C:32]([CH3:35])=[CH:31][C:30]=2[O:36][CH2:37][CH2:38][CH2:39][O:40][CH3:41])[CH2:7]1)=[O:5])[CH3:2]. (3) Given the reactants [CH3:1][O:2][C:3]([C@@H:5]1[CH2:10][C@@H:9]([C:11]([O:13][CH3:14])=[O:12])[CH2:8][NH:7][CH2:6]1)=[O:4].C(N(CC)CC)C.[CH3:22][C:23]([O:26][C:27](O[C:27]([O:26][C:23]([CH3:25])([CH3:24])[CH3:22])=[O:28])=[O:28])([CH3:25])[CH3:24].[NH4+].[Cl-], predict the reaction product. The product is: [CH3:1][O:2][C:3]([C@@H:5]1[CH2:10][C@@H:9]([C:11]([O:13][CH3:14])=[O:12])[CH2:8][N:7]([C:27]([O:26][C:23]([CH3:25])([CH3:24])[CH3:22])=[O:28])[CH2:6]1)=[O:4]. (4) Given the reactants [Br:1][C:2]1[CH:7]=[CH:6][C:5]([C:8](=O)[CH3:9])=[CH:4][CH:3]=1.[CH3:11][O:12][CH2:13][CH2:14][CH2:15][NH2:16].[BH4-].[Na+].N, predict the reaction product. The product is: [Br:1][C:2]1[CH:7]=[CH:6][C:5]([CH:8]([NH:16][CH2:15][CH2:14][CH2:13][O:12][CH3:11])[CH3:9])=[CH:4][CH:3]=1. (5) The product is: [C:1]([O:5][C:6](=[O:9])[CH2:7]/[N:8]=[CH:27]/[CH2:23][C:17]1([C:16]([CH3:26])([CH3:25])[O:15][SiH2:14][C:10]([CH3:13])([CH3:12])[CH3:11])[CH2:22][CH2:21][CH:20]=[CH:19][CH2:18]1)([CH3:4])([CH3:3])[CH3:2]. Given the reactants [C:1]([O:5][C:6](=[O:9])[CH2:7][NH2:8])([CH3:4])([CH3:3])[CH3:2].[C:10]([SiH2:14][O:15][C:16]([CH3:26])([CH3:25])[C:17]1([CH:23]=O)[CH2:22][CH2:21][CH:20]=[CH:19][CH2:18]1)([CH3:13])([CH3:12])[CH3:11].[CH2:27](Cl)Cl, predict the reaction product.